This data is from Forward reaction prediction with 1.9M reactions from USPTO patents (1976-2016). The task is: Predict the product of the given reaction. (1) Given the reactants [Cl:1][C:2]1[CH:36]=[CH:35][C:5]([CH2:6][N:7]2[C:12](=[N:13][C:14]3[CH:19]=[CH:18][C:17]([CH:20]=[N:21][O:22][CH3:23])=[C:16]([F:24])[CH:15]=3)[N:11]([CH3:25])[C:10](=[O:26])[N:9]([CH2:27][C@@H:28]([C:30]([O:32]C)=[O:31])[CH3:29])[C:8]2=[O:34])=[CH:4][CH:3]=1.CO.[OH-].[Li+].C(O)(=O)CC(CC(O)=O)(C(O)=O)O, predict the reaction product. The product is: [Cl:1][C:2]1[CH:3]=[CH:4][C:5]([CH2:6][N:7]2[C:12](=[N:13][C:14]3[CH:19]=[CH:18][C:17]([CH:20]=[N:21][O:22][CH3:23])=[C:16]([F:24])[CH:15]=3)[N:11]([CH3:25])[C:10](=[O:26])[N:9]([CH2:27][C@@H:28]([C:30]([OH:32])=[O:31])[CH3:29])[C:8]2=[O:34])=[CH:35][CH:36]=1. (2) Given the reactants C([O:8][C:9]1[C:14](=[O:15])[N:13]([CH3:16])[C:12]([NH:17][S:18]([CH2:21][C:22]2[CH:27]=[CH:26][C:25]([CH3:28])=[CH:24][CH:23]=2)(=[O:20])=[O:19])=[N:11][C:10]=1[C:29]([NH:31][CH3:32])=[O:30])C1C=CC=CC=1.CO, predict the reaction product. The product is: [CH3:32][NH:31][C:29]([C:10]1[N:11]=[C:12]([NH:17][S:18]([CH2:21][C:22]2[CH:23]=[CH:24][C:25]([CH3:28])=[CH:26][CH:27]=2)(=[O:20])=[O:19])[N:13]([CH3:16])[C:14](=[O:15])[C:9]=1[OH:8])=[O:30]. (3) Given the reactants [CH3:1][C:2]1[N:6]=[C:5]([N:7]2[CH2:12][CH2:11][CH:10]([NH2:13])[CH2:9][CH2:8]2)[S:4][N:3]=1.Br[C:15]1[N:30]=[C:18]2[C:19]([C:23]3[CH:28]=[CH:27][C:26]([Cl:29])=[CH:25][CH:24]=3)=[CH:20][CH:21]=[CH:22][N:17]2[N:16]=1.C1(P(C2C=CC=CC=2)C2C3OC4C(=CC=CC=4P(C4C=CC=CC=4)C4C=CC=CC=4)C(C)(C)C=3C=CC=2)C=CC=CC=1.[O-]C1C=CC=CC=1.[Na+], predict the reaction product. The product is: [Cl:29][C:26]1[CH:27]=[CH:28][C:23]([C:19]2[C:18]3[N:17]([N:16]=[C:15]([NH:13][CH:10]4[CH2:9][CH2:8][N:7]([C:5]5[S:4][N:3]=[C:2]([CH3:1])[N:6]=5)[CH2:12][CH2:11]4)[N:30]=3)[CH:22]=[CH:21][CH:20]=2)=[CH:24][CH:25]=1. (4) The product is: [CH2:29]([C:4]1([CH2:1][CH:2]=[CH2:3])[N:13]2[CH2:14][CH2:15][C:16]3[C:21]([CH:12]2[CH2:11][C:10]2[CH:9]=[CH:8][C:7]([O:25][CH3:26])=[C:6]([O:27][CH3:28])[C:5]1=2)=[CH:20][C:19]1[O:22][CH2:23][O:24][C:18]=1[CH:17]=3)[CH:30]=[CH2:31]. Given the reactants [CH2:1]([C:4]1([CH2:29][CH:30]=[CH2:31])[N:13]2[CH2:14][CH2:15][C:16]3[C:21]([C:12]2=[CH:11][C:10]2[CH:9]=[CH:8][C:7]([O:25][CH3:26])=[C:6]([O:27][CH3:28])[C:5]1=2)=[CH:20][C:19]1[O:22][CH2:23][O:24][C:18]=1[CH:17]=3)[CH:2]=[CH2:3].[BH4-].[Na+], predict the reaction product. (5) Given the reactants [Cl:1][C:2]1[C:3]2[S:10][CH:9]=[C:8]([CH3:11])[C:4]=2[N:5]=[CH:6][N:7]=1.C1C(=O)N([Br:19])C(=O)C1.C(OOC(=O)C1C=CC=CC=1)(=O)C1C=CC=CC=1, predict the reaction product. The product is: [Br:19][CH2:11][C:8]1[C:4]2[N:5]=[CH:6][N:7]=[C:2]([Cl:1])[C:3]=2[S:10][CH:9]=1. (6) Given the reactants C([O:5][C:6](=[O:46])[CH2:7][N:8]([C:16]1[CH:21]=[CH:20][CH:19]=[C:18]([CH:22]([CH2:33][C:34]2[CH:39]=[CH:38][C:37]([C:40]3[CH:45]=[CH:44][CH:43]=[CH:42][CH:41]=3)=[CH:36][CH:35]=2)[NH:23][S:24]([C:27]2[CH:28]=[N:29][CH:30]=[CH:31][CH:32]=2)(=[O:26])=[O:25])[N:17]=1)C(OC(C)(C)C)=O)(C)(C)C.[ClH:47].O1CCOCC1, predict the reaction product. The product is: [ClH:47].[C:37]1([C:40]2[CH:41]=[CH:42][CH:43]=[CH:44][CH:45]=2)[CH:36]=[CH:35][C:34]([CH2:33][CH:22]([NH:23][S:24]([C:27]2[CH:28]=[N:29][CH:30]=[CH:31][CH:32]=2)(=[O:25])=[O:26])[C:18]2[N:17]=[C:16]([NH:8][CH2:7][C:6]([OH:46])=[O:5])[CH:21]=[CH:20][CH:19]=2)=[CH:39][CH:38]=1.